This data is from Forward reaction prediction with 1.9M reactions from USPTO patents (1976-2016). The task is: Predict the product of the given reaction. (1) Given the reactants Cl[C:2]1[C:11]2[C:6](=[CH:7][C:8]([Cl:19])=[C:9]([C:12]3[CH:17]=[CH:16][C:15]([Cl:18])=[CH:14][CH:13]=3)[CH:10]=2)[N:5]=[CH:4][N:3]=1.Cl.Cl.[NH:22]1[CH2:27][CH2:26][NH:25][CH2:24][CH:23]1[C:28]([NH2:30])=[O:29].CCN(C(C)C)C(C)C, predict the reaction product. The product is: [Cl:19][C:8]1[CH:7]=[C:6]2[C:11]([C:2]([N:25]3[CH2:26][CH2:27][NH:22][CH:23]([C:28]([NH2:30])=[O:29])[CH2:24]3)=[N:3][CH:4]=[N:5]2)=[CH:10][C:9]=1[C:12]1[CH:17]=[CH:16][C:15]([Cl:18])=[CH:14][CH:13]=1. (2) The product is: [F:1][C:2]1[C:7]([C:8]([N:26]([O:27][CH3:28])[CH3:25])=[O:9])=[CH:6][C:5]([F:11])=[CH:4][N:3]=1. Given the reactants [F:1][C:2]1[C:7]([C:8](O)=[O:9])=[CH:6][C:5]([F:11])=[CH:4][N:3]=1.Cl.C(N=C=NCCCN(C)C)C.Cl.[CH3:25][NH:26][O:27][CH3:28].C(OCC)(=O)C, predict the reaction product. (3) Given the reactants [C:1]([O:5][C:6]([NH:8][C@@H:9]([CH:24]([CH3:26])[CH3:25])[C:10]([N:12]([CH2:20][C:21](O)=[O:22])[CH2:13][CH:14]1[CH2:19][CH2:18][CH2:17][CH2:16]C1)=[O:11])=[O:7])([CH3:4])([CH3:3])[CH3:2].[NH2:27][C@:28]1([C:33]([NH:35][S:36]([C:39]2[CH:44]=[CH:43][CH:42]=[CH:41][C:40]=2[NH:45][CH3:46])(=[O:38])=[O:37])=[O:34])[CH2:30][C@H:29]1[CH:31]=[CH2:32].CCN(C(C)C)C(C)C.CN(C(ON1N=NC2C=CC=CC1=2)=[N+](C)C)C.F[P-](F)(F)(F)(F)F, predict the reaction product. The product is: [C:1]([O:5][C:6](=[O:7])[NH:8][C@H:9]([C:10](=[O:11])[N:12]([CH2:13][CH:14]1[CH2:16][CH2:17][CH2:18][CH2:19]1)[CH2:20][C:21](=[O:22])[NH:27][C@:28]1([C:33]([NH:35][S:36]([C:39]2[CH:44]=[CH:43][CH:42]=[CH:41][C:40]=2[NH:45][CH3:46])(=[O:38])=[O:37])=[O:34])[CH2:30][C@H:29]1[CH:31]=[CH2:32])[CH:24]([CH3:26])[CH3:25])([CH3:3])([CH3:2])[CH3:4]. (4) Given the reactants [CH2:1]([O:8][C:9]1[N:14]=[CH:13][N:12]=[C:11]([NH:15][C:16]([C:18]2[N:22]3[N:23]=[C:24](Cl)[CH:25]=[C:26]([NH:27][CH:28]4[CH2:30][CH2:29]4)[C:21]3=[N:20][CH:19]=2)=[O:17])[CH:10]=1)[C:2]1[CH:7]=[CH:6][CH:5]=[CH:4][CH:3]=1.[NH2:32][C@H:33]1[CH2:38][CH2:37][C@H:36]([NH2:39])[CH2:35][CH2:34]1, predict the reaction product. The product is: [NH2:32][C@H:33]1[CH2:38][CH2:37][C@H:36]([NH:39][C:24]2[CH:25]=[C:26]([NH:27][CH:28]3[CH2:30][CH2:29]3)[C:21]3[N:22]([C:18]([C:16]([NH:15][C:11]4[CH:10]=[C:9]([O:8][CH2:1][C:2]5[CH:7]=[CH:6][CH:5]=[CH:4][CH:3]=5)[N:14]=[CH:13][N:12]=4)=[O:17])=[CH:19][N:20]=3)[N:23]=2)[CH2:35][CH2:34]1. (5) Given the reactants [C:1]1([N:7]([CH2:11][CH2:12][OH:13])[CH2:8][CH2:9][OH:10])[CH:6]=[CH:5][CH:4]=[CH:3][CH:2]=1.[H-].[Na+].CS([C:20]1[N:30]=[C:23]2[N:24]=[C:25]([CH3:29])[CH:26]=[C:27]([CH3:28])[N:22]2[N:21]=1)(=O)=O, predict the reaction product. The product is: [CH3:29][C:25]1[CH:26]=[C:27]([CH3:28])[N:22]2[N:21]=[C:20]([O:10][CH2:9][CH2:8][N:7]([C:1]3[CH:6]=[CH:5][CH:4]=[CH:3][CH:2]=3)[CH2:11][CH2:12][OH:13])[N:30]=[C:23]2[N:24]=1. (6) Given the reactants Cl[C:2]1[N:3]=[N:4][C:5]([Cl:9])=[CH:6][C:7]=1[CH3:8].[C:10]([O:18][CH2:19][CH3:20])(=[O:17])[CH2:11][C:12]([O:14][CH2:15][CH3:16])=[O:13].C(=O)([O-])[O-].[Cs+].[Cs+], predict the reaction product. The product is: [Cl:9][C:5]1[N:4]=[N:3][C:2]([CH:11]([C:12]([O:14][CH2:15][CH3:16])=[O:13])[C:10]([O:18][CH2:19][CH3:20])=[O:17])=[C:7]([CH3:8])[CH:6]=1. (7) Given the reactants [Cl:1][C:2]1[C:3]([CH3:22])=[C:4]([N:8]2[C:12](=[O:13])[CH2:11][N:10]([C:14](=[O:21])[CH2:15][NH:16][CH2:17][CH2:18][O:19][CH3:20])[CH2:9]2)[CH:5]=[CH:6][CH:7]=1.[C:23]([C:25]1[CH:26]=[C:27]([CH:31]=[CH:32][CH:33]=1)[C:28](Cl)=[O:29])#N, predict the reaction product. The product is: [Cl:1][C:2]1[C:3]([CH3:22])=[C:4]([N:8]2[C:12](=[O:13])[CH2:11][N:10]([C:14](=[O:21])[CH2:15][N:16]([CH2:17][CH2:18][O:19][CH3:20])[C:28](=[O:29])[C:27]3[CH:31]=[CH:32][CH:33]=[C:25]([CH3:23])[CH:26]=3)[CH2:9]2)[CH:5]=[CH:6][CH:7]=1. (8) Given the reactants [F:1][C:2]1[CH:3]=[CH:4][CH:5]=[C:6]2[C:10]=1[NH:9][N:8]=[C:7]2[C:11]1[CH:16]=[CH:15][C:14]([O:17][CH3:18])=[CH:13][CH:12]=1.[H-].[Na+].I[CH:22]([CH3:24])[CH3:23], predict the reaction product. The product is: [F:1][C:2]1[CH:3]=[CH:4][CH:5]=[C:6]2[C:10]=1[N:9]([CH:22]([CH3:24])[CH3:23])[N:8]=[C:7]2[C:11]1[CH:16]=[CH:15][C:14]([O:17][CH3:18])=[CH:13][CH:12]=1.